This data is from Full USPTO retrosynthesis dataset with 1.9M reactions from patents (1976-2016). The task is: Predict the reactants needed to synthesize the given product. The reactants are: C([O:5][CH2:6][CH2:7][C:8]1[CH:13]=[CH:12][C:11]([N:14]2[C:18]3=[N:19][C:20]([CH3:24])=[CH:21][C:22]([CH3:23])=[C:17]3[N:16]=[C:15]2[CH2:25][CH3:26])=[CH:10][CH:9]=1)(=O)CC.[Li+].[OH-]. Given the product [CH2:25]([C:15]1[N:14]([C:11]2[CH:10]=[CH:9][C:8]([CH2:7][CH2:6][OH:5])=[CH:13][CH:12]=2)[C:18]2=[N:19][C:20]([CH3:24])=[CH:21][C:22]([CH3:23])=[C:17]2[N:16]=1)[CH3:26], predict the reactants needed to synthesize it.